From a dataset of Peptide-MHC class I binding affinity with 185,985 pairs from IEDB/IMGT. Regression. Given a peptide amino acid sequence and an MHC pseudo amino acid sequence, predict their binding affinity value. This is MHC class I binding data. The peptide sequence is SAAAYFVGY. The MHC is HLA-A11:01 with pseudo-sequence HLA-A11:01. The binding affinity (normalized) is 0.677.